This data is from Forward reaction prediction with 1.9M reactions from USPTO patents (1976-2016). The task is: Predict the product of the given reaction. Given the reactants [N+:1]([C:4]1[CH:11]=[CH:10][C:7]([CH:8]=O)=[CH:6][CH:5]=1)([O-:3])=[O:2].[C:12]([CH:17]=P(C1C=CC=CC=1)(C1C=CC=CC=1)C1C=CC=CC=1)([O:14][CH2:15][CH3:16])=[O:13].C1(P(=O)(C2C=CC=CC=2)C2C=CC=CC=2)C=CC=CC=1, predict the reaction product. The product is: [CH2:15]([O:14][C:12](=[O:13])[CH:17]=[CH:8][C:7]1[CH:10]=[CH:11][C:4]([N+:1]([O-:3])=[O:2])=[CH:5][CH:6]=1)[CH3:16].